Dataset: Full USPTO retrosynthesis dataset with 1.9M reactions from patents (1976-2016). Task: Predict the reactants needed to synthesize the given product. (1) Given the product [I:14][C:4]1[C:3]([O:23][CH3:22])=[CH:11][CH:10]=[C:9]2[C:5]=1[C:6]([CH:12]=[O:13])=[CH:7][NH:8]2, predict the reactants needed to synthesize it. The reactants are: [Tl].Cl[C:3]1[C:4]([I:14])=[C:5]2[C:9](=[CH:10][CH:11]=1)[NH:8][CH:7]=[C:6]2[CH:12]=[O:13].[H-].[Na+].IC.CN([CH:22]=[O:23])C. (2) Given the product [CH3:35][O:36][CH2:37][C:38]([NH:21][CH2:20][C:17]1[CH:18]=[CH:19][C:14]([C:13]([NH:12][C:10]2[S:11][C:7]3[C:6]([N:23]4[CH2:28][CH2:27][O:26][CH2:25][CH2:24]4)=[CH:5][CH:4]=[C:3]([O:2][CH3:1])[C:8]=3[N:9]=2)=[O:22])=[CH:15][CH:16]=1)=[O:39], predict the reactants needed to synthesize it. The reactants are: [CH3:1][O:2][C:3]1[C:8]2[N:9]=[C:10]([NH:12][C:13](=[O:22])[C:14]3[CH:19]=[CH:18][C:17]([CH2:20][NH2:21])=[CH:16][CH:15]=3)[S:11][C:7]=2[C:6]([N:23]2[CH2:28][CH2:27][O:26][CH2:25][CH2:24]2)=[CH:5][CH:4]=1.N1C=CC=CC=1.[CH3:35][O:36][CH2:37][C:38](Cl)=[O:39].C(=O)([O-])[O-].[Na+].[Na+]. (3) Given the product [NH2:28][C:23](=[O:24])[CH2:22][C:18]1([NH:17][C:15]([C:7]2[CH:6]=[CH:5][C:4]([CH:1]3[CH2:2][CH2:3]3)=[C:9]([O:10][CH2:11][CH:12]3[CH2:14][CH2:13]3)[N:8]=2)=[O:16])[CH2:19][S:20][CH2:21]1, predict the reactants needed to synthesize it. The reactants are: [CH:1]1([C:4]2[CH:5]=[CH:6][C:7]([C:15]([NH:17][C:18]3([CH2:22][C:23](O)=[O:24])[CH2:21][S:20][CH2:19]3)=[O:16])=[N:8][C:9]=2[O:10][CH2:11][CH:12]2[CH2:14][CH2:13]2)[CH2:3][CH2:2]1.C1N=C[N:28](C(N2C=NC=C2)=O)C=1.N. (4) Given the product [Br:20][C:17]1[CH:18]=[CH:19][C:14]([C:13]2[CH:27]=[CH:28][C:10]([C:21]3[CH:26]=[CH:25][CH:24]=[CH:23][N:22]=3)=[N:9][C:8]=2[C:5]2[CH:6]=[CH:7][C:2]([Br:1])=[CH:3][CH:4]=2)=[CH:15][CH:16]=1, predict the reactants needed to synthesize it. The reactants are: [Br:1][C:2]1[CH:7]=[CH:6][C:5]([C:8]2[N:9]=[C:10]([C:21]3[CH:26]=[CH:25][CH:24]=[CH:23][N:22]=3)N=N[C:13]=2[C:14]2[CH:19]=[CH:18][C:17]([Br:20])=[CH:16][CH:15]=2)=[CH:4][CH:3]=1.[CH:27]12CC(C=C1)C=[CH:28]2.C1(C)C(C)=CC=CC=1.O. (5) The reactants are: C(N(CC)CC)C.[C:16](O[C:16]([O:18][C:19]([CH3:22])([CH3:21])[CH3:20])=[O:17])([O:18][C:19]([CH3:22])([CH3:21])[CH3:20])=[O:17].[NH:23]1[CH2:29][CH2:28][CH2:27][CH2:26][CH2:25][C@H:24]1[C:30]([OH:32])=[O:31]. Given the product [C:19]([O:18][C:16]([N:23]1[CH2:29][CH2:28][CH2:27][CH2:26][CH2:25][C@H:24]1[C:30]([OH:32])=[O:31])=[O:17])([CH3:20])([CH3:21])[CH3:22], predict the reactants needed to synthesize it. (6) Given the product [CH2:2]([O:4][C:5]([C@H:7]1[CH2:12][CH2:11][C@@H:10]([N:13]2[C:17]3[N:18]=[CH:19][N:20]=[C:21]([NH2:1])[C:16]=3[C:15]([I:23])=[CH:14]2)[CH2:9][CH2:8]1)=[O:6])[CH3:3], predict the reactants needed to synthesize it. The reactants are: [NH3:1].[CH2:2]([O:4][C:5]([C@H:7]1[CH2:12][CH2:11][C@@H:10]([N:13]2[C:17]3[N:18]=[CH:19][N:20]=[C:21](Cl)[C:16]=3[C:15]([I:23])=[CH:14]2)[CH2:9][CH2:8]1)=[O:6])[CH3:3]. (7) Given the product [CH2:12]=[C:11]1[C:2]2=[N:3][CH:4]=[CH:5][CH:6]=[C:7]2[O:8][CH2:9][CH2:10]1, predict the reactants needed to synthesize it. The reactants are: Br[C:2]1[C:7]([O:8][CH2:9][CH2:10][CH:11]=[CH2:12])=[CH:6][CH:5]=[CH:4][N:3]=1.C1(P(C2C=CC=CC=2)C2C=CC=CC=2)C=CC=CC=1.C([O-])(=O)C.[K+]. (8) Given the product [F:23][C:24]1[CH:25]=[C:26]([C@@H:31]([C:35]2[CH:40]=[CH:39][C:38]([S:41]([CH3:44])(=[O:43])=[O:42])=[CH:37][CH:36]=2)[CH2:32][CH:33]=[O:34])[CH:27]=[C:28]([F:30])[CH:29]=1, predict the reactants needed to synthesize it. The reactants are: CC(OI1(OC(C)=O)(OC(C)=O)OC(=O)C2C=CC=CC1=2)=O.[F:23][C:24]1[CH:25]=[C:26]([C@@H:31]([C:35]2[CH:40]=[CH:39][C:38]([S:41]([CH3:44])(=[O:43])=[O:42])=[CH:37][CH:36]=2)[CH2:32][CH2:33][OH:34])[CH:27]=[C:28]([F:30])[CH:29]=1. (9) Given the product [C:1]([NH:4][C:5]([CH:17]1[CH2:18][CH2:19][N:20]([C:23]2[O:24][C:25]3[CH:31]=[C:30]([Cl:32])[CH:29]=[CH:28][C:26]=3[N:27]=2)[CH2:21][CH2:22]1)([CH2:13][CH2:14][CH2:15][CH2:16][B:36]1[O:37][C:38]([CH3:40])([CH3:39])[C:34]([CH3:41])([CH3:33])[O:35]1)[C:6]([NH:8][C:9]([CH3:12])([CH3:11])[CH3:10])=[O:7])(=[O:3])[CH3:2], predict the reactants needed to synthesize it. The reactants are: [C:1]([NH:4][C:5]([CH:17]1[CH2:22][CH2:21][N:20]([C:23]2[O:24][C:25]3[CH:31]=[C:30]([Cl:32])[CH:29]=[CH:28][C:26]=3[N:27]=2)[CH2:19][CH2:18]1)([CH2:13][CH2:14][CH:15]=[CH2:16])[C:6]([NH:8][C:9]([CH3:12])([CH3:11])[CH3:10])=[O:7])(=[O:3])[CH3:2].[CH3:33][C:34]1([CH3:41])[C:38]([CH3:40])([CH3:39])[O:37][BH:36][O:35]1.O.